This data is from Full USPTO retrosynthesis dataset with 1.9M reactions from patents (1976-2016). The task is: Predict the reactants needed to synthesize the given product. (1) Given the product [CH:1]1([C:7]2[CH:13]=[C:12]3[C:10](=[CH:9][C:8]=2[OH:14])[O:11][C:15](=[O:18])[CH2:16][CH2:17]3)[CH2:2][CH2:3][CH2:4][CH2:5][CH2:6]1, predict the reactants needed to synthesize it. The reactants are: [CH:1]1([C:7]2[CH:13]=[CH:12][C:10]([OH:11])=[CH:9][C:8]=2[OH:14])[CH2:6][CH2:5][CH2:4][CH2:3][CH2:2]1.[C:15](O)(=[O:18])[CH:16]=[CH2:17]. (2) The reactants are: [F:1][C:2]1[CH:3]=[C:4]([CH2:12][CH2:13][NH2:14])[CH:5]=[C:6]([O:10][CH3:11])[C:7]=1[O:8][CH3:9].C(N(CC)CC)C.[CH2:22]([O:24][C:25](Cl)=[O:26])[CH3:23].C([O-])(O)=O.[Na+]. Given the product [CH2:22]([O:24][C:25](=[O:26])[NH:14][CH2:13][CH2:12][C:4]1[CH:5]=[C:6]([O:10][CH3:11])[C:7]([O:8][CH3:9])=[C:2]([F:1])[CH:3]=1)[CH3:23], predict the reactants needed to synthesize it. (3) Given the product [N+:8]([C:6]1[CH:5]=[CH:4][N:3]=[C:2]([N:11]2[CH2:15][CH2:14][CH2:13][CH2:12]2)[CH:7]=1)([O-:10])=[O:9], predict the reactants needed to synthesize it. The reactants are: Cl[C:2]1[CH:7]=[C:6]([N+:8]([O-:10])=[O:9])[CH:5]=[CH:4][N:3]=1.[NH:11]1[CH2:15][CH2:14][CH2:13][CH2:12]1. (4) Given the product [O:1]1[CH:5]=[CH:4][C:3]([C:6]2[N:10]=[C:9]([N:11]3[CH2:12][CH2:13][NH:14][CH2:15][CH2:16]3)[S:8][N:7]=2)=[CH:2]1, predict the reactants needed to synthesize it. The reactants are: [O:1]1[CH:5]=[CH:4][C:3]([C:6]2[N:10]=[C:9]([N:11]3[CH2:16][CH2:15][N:14](C(OC(C)(C)C)=O)[CH2:13][CH2:12]3)[S:8][N:7]=2)=[CH:2]1.Cl.CCCCCC. (5) Given the product [Cl:14][C:11]1[S:10][C:9]([S:6]([NH:5][C:4]([NH:16][C:17]2[C:26](=[O:27])[C:25]3[C:20](=[CH:21][C:22]([NH:29][CH:30]4[CH2:35][CH2:34][CH2:33][CH2:32][CH2:31]4)=[C:23]([F:28])[CH:24]=3)[N:19]([CH:36]([CH3:38])[CH3:37])[CH:18]=2)=[O:15])(=[O:7])=[O:8])=[CH:13][CH:12]=1, predict the reactants needed to synthesize it. The reactants are: C(O[C:4](=[O:15])[NH:5][S:6]([C:9]1[S:10][C:11]([Cl:14])=[CH:12][CH:13]=1)(=[O:8])=[O:7])C.[NH2:16][C:17]1[C:26](=[O:27])[C:25]2[C:20](=[CH:21][C:22]([NH:29][CH:30]3[CH2:35][CH2:34][CH2:33][CH2:32][CH2:31]3)=[C:23]([F:28])[CH:24]=2)[N:19]([CH:36]([CH3:38])[CH3:37])[CH:18]=1. (6) Given the product [Cl:30][C:21]1[CH:22]=[C:17]2[C:18]([NH:24][C:27](=[O:28])[CH:13]3[CH2:12][N:11]([C:1]([O:3][CH2:4][C:5]4[CH:10]=[CH:9][CH:8]=[CH:7][CH:6]=4)=[O:2])[CH2:16][CH2:15][N:14]32)=[CH:19][CH:20]=1, predict the reactants needed to synthesize it. The reactants are: [C:1]([N:11]1[CH2:16][CH2:15][N:14]([C:17]2[CH:22]=[CH:21][C:20](Cl)=[CH:19][C:18]=2[N+:24]([O-])=O)[CH:13]([C:27](O)=[O:28])[CH2:12]1)([O:3][CH2:4][C:5]1[CH:10]=[CH:9][CH:8]=[CH:7][CH:6]=1)=[O:2].[ClH:30].